This data is from Peptide-MHC class II binding affinity with 134,281 pairs from IEDB. The task is: Regression. Given a peptide amino acid sequence and an MHC pseudo amino acid sequence, predict their binding affinity value. This is MHC class II binding data. (1) The peptide sequence is YDKFLANYSTVLTGK. The MHC is DRB1_1101 with pseudo-sequence DRB1_1101. The binding affinity (normalized) is 0.461. (2) The peptide sequence is RLVAKLFKDYSSVVRPVED. The MHC is DRB1_0701 with pseudo-sequence DRB1_0701. The binding affinity (normalized) is 0.375.